From a dataset of Full USPTO retrosynthesis dataset with 1.9M reactions from patents (1976-2016). Predict the reactants needed to synthesize the given product. (1) Given the product [NH2:1][C:2]1[C:11]([I:13])=[CH:10][C:9]([F:12])=[CH:8][C:3]=1[C:4]([O:6][CH3:7])=[O:5], predict the reactants needed to synthesize it. The reactants are: [NH2:1][C:2]1[CH:11]=[CH:10][C:9]([F:12])=[CH:8][C:3]=1[C:4]([O:6][CH3:7])=[O:5].[I:13]N1C(=O)CCC1=O. (2) Given the product [CH3:1][O:2][C:3](=[O:15])[C@@H:4]([NH:7][C:8]([O:10][C:11]([CH3:14])([CH3:13])[CH3:12])=[O:9])[CH2:5][C:17]1[S:18][CH:19]=[CH:20][N:21]=1, predict the reactants needed to synthesize it. The reactants are: [CH3:1][O:2][C:3](=[O:15])[C@H:4]([NH:7][C:8]([O:10][C:11]([CH3:14])([CH3:13])[CH3:12])=[O:9])[CH2:5]I.Br[C:17]1[S:18][CH:19]=[CH:20][N:21]=1. (3) Given the product [CH2:1]([O:3][C:4]([C:6]1[CH:7]=[N:8][N:9]([C:12]2[CH:17]=[CH:16][C:15]([CH3:19])=[CH:14][N:13]=2)[C:10]=1[CH3:11])=[O:5])[CH3:2], predict the reactants needed to synthesize it. The reactants are: [CH2:1]([O:3][C:4]([C:6]1[CH:7]=[N:8][N:9]([C:12]2[CH:17]=[CH:16][C:15](Br)=[CH:14][N:13]=2)[C:10]=1[CH3:11])=[O:5])[CH3:2].[CH3:19]B(O)O.P([O-])([O-])([O-])=O.[K+].[K+].[K+].[Cl-].[NH4+]. (4) Given the product [CH2:23]([O:22][C:18]1[CH:17]=[C:16]([C:8]2[CH:9]=[C:10]([CH2:11][CH2:12][CH2:13][CH2:14][N:48]3[CH2:53][CH2:52][CH2:51][CH2:50][CH2:49]3)[N:6]3[C:7]=2[C:2]([NH2:1])=[N:3][CH:4]=[N:5]3)[CH:21]=[CH:20][CH:19]=1)[C:24]1[CH:29]=[CH:28][CH:27]=[CH:26][CH:25]=1, predict the reactants needed to synthesize it. The reactants are: [NH2:1][C:2]1[C:7]2=[C:8]([C:16]3[CH:21]=[CH:20][CH:19]=[C:18]([O:22][CH2:23][C:24]4[CH:29]=[CH:28][CH:27]=[CH:26][CH:25]=4)[CH:17]=3)[CH:9]=[C:10]([CH2:11][CH2:12][CH2:13][CH2:14]O)[N:6]2[N:5]=[CH:4][N:3]=1.C(N(CC)CC)C.CS(Cl)(=O)=O.C(=O)([O-])[O-].[K+].[K+].[NH:48]1[CH2:53][CH2:52][CH2:51][CH2:50][CH2:49]1. (5) The reactants are: [CH:1]([C:4]1[CH:9]=[CH:8][C:7]([C:10](=O)[CH:11]([O:13][C:14]2[CH:19]=[C:18]([CH3:20])[CH:17]=[C:16]([CH3:21])[C:15]=2[CH3:22])[CH3:12])=[CH:6][CH:5]=1)([CH3:3])[CH3:2]. Given the product [CH:1]([C:4]1[CH:9]=[CH:8][C:7]([C:10]2[C:19]3[C:18]([CH3:20])=[CH:17][C:16]([CH3:21])=[C:15]([CH3:22])[C:14]=3[O:13][C:11]=2[CH3:12])=[CH:6][CH:5]=1)([CH3:3])[CH3:2], predict the reactants needed to synthesize it. (6) Given the product [Br:45][CH2:18][CH2:17][CH2:16][C:11]1[C:12]([O:14][CH3:15])=[CH:13][C:8]([CH2:7][C@H:6]([NH:5][C:3](=[O:4])[C:2]([F:24])([F:23])[F:1])[CH3:22])=[C:9]([O:20][CH3:21])[CH:10]=1, predict the reactants needed to synthesize it. The reactants are: [F:1][C:2]([F:24])([F:23])[C:3]([NH:5][C@H:6]([CH3:22])[CH2:7][C:8]1[CH:13]=[C:12]([O:14][CH3:15])[C:11]([CH2:16][CH2:17][CH2:18]O)=[CH:10][C:9]=1[O:20][CH3:21])=[O:4].C1(P(C2C=CC=CC=2)C2C=CC=CC=2)C=CC=CC=1.C(Br)(Br)(Br)[Br:45].C(O)C. (7) Given the product [Br:1][C:2]1[CH:8]=[CH:7][C:5]([N:6]2[C:17]([CH3:18])=[CH:16][CH:15]=[C:14]2[CH3:13])=[CH:4][C:3]=1[C:9]([F:10])([F:11])[F:12], predict the reactants needed to synthesize it. The reactants are: [Br:1][C:2]1[CH:8]=[CH:7][C:5]([NH2:6])=[CH:4][C:3]=1[C:9]([F:12])([F:11])[F:10].[CH3:13][C:14](=O)[CH2:15][CH2:16][C:17](=O)[CH3:18]. (8) Given the product [C:1]([C:3]1[CH:12]=[C:11]2[C:6]([CH:7]([OH:13])[CH2:8][CH2:9][O:10]2)=[CH:5][CH:4]=1)#[N:2], predict the reactants needed to synthesize it. The reactants are: [C:1]([C:3]1[CH:12]=[C:11]2[C:6]([C:7](=[O:13])[CH2:8][CH2:9][O:10]2)=[CH:5][CH:4]=1)#[N:2].[BH4-].[Na+].